This data is from Forward reaction prediction with 1.9M reactions from USPTO patents (1976-2016). The task is: Predict the product of the given reaction. (1) Given the reactants [F:1][C:2]1[CH:7]=[C:6]([F:8])[CH:5]=[CH:4][C:3]=1[OH:9].Br[CH2:11][C:12]([C:14]1[CH:19]=[CH:18][C:17]([S:20][CH3:21])=[CH:16][CH:15]=1)=[O:13].C(=O)([O-])[O-].[K+].[K+], predict the reaction product. The product is: [F:1][C:2]1[CH:7]=[C:6]([F:8])[CH:5]=[CH:4][C:3]=1[O:9][CH2:11][C:12]([C:14]1[CH:19]=[CH:18][C:17]([S:20][CH3:21])=[CH:16][CH:15]=1)=[O:13]. (2) Given the reactants [CH:1]1([CH:6]([NH:24][C:25]2[CH:33]=[CH:32][C:28]([C:29](O)=[O:30])=[CH:27][N:26]=2)[C:7]2[CH:12]=[C:11]([CH3:13])[C:10]([N:14]3[CH:18]=[C:17]([C:19]([F:22])([F:21])[F:20])[CH:16]=[N:15]3)=[C:9]([CH3:23])[CH:8]=2)[CH2:5][CH2:4][CH2:3][CH2:2]1.Cl.[CH2:35]([O:37][C:38](=[O:42])[CH2:39][CH2:40][NH2:41])[CH3:36].ON1C2N=CC=CC=2N=N1.C(N(CC)CC)C.Cl.CN(C)CCCN=C=NCC, predict the reaction product. The product is: [CH:1]1([CH:6]([NH:24][C:25]2[CH:33]=[CH:32][C:28]([C:29]([NH:41][CH2:40][CH2:39][C:38]([O:37][CH2:35][CH3:36])=[O:42])=[O:30])=[CH:27][N:26]=2)[C:7]2[CH:12]=[C:11]([CH3:13])[C:10]([N:14]3[CH:18]=[C:17]([C:19]([F:21])([F:20])[F:22])[CH:16]=[N:15]3)=[C:9]([CH3:23])[CH:8]=2)[CH2:5][CH2:4][CH2:3][CH2:2]1. (3) Given the reactants Br[CH:2]([CH2:6][CH2:7][N:8]1[C:16](=[O:17])[C:15]2[C:10](=[CH:11][CH:12]=[CH:13][CH:14]=2)[C:9]1=[O:18])[C:3]([OH:5])=O.[CH:19]12[CH2:25][CH:22]([CH:23]=[CH:24]1)[CH2:21][CH:20]2[NH:26][C:27]([NH2:29])=[S:28].C([O-])(O)=O.[Na+], predict the reaction product. The product is: [CH:19]12[CH2:25][CH:22]([CH:23]=[CH:24]1)[CH2:21][CH:20]2[NH:26][C:27]1[S:28][CH:2]([CH2:6][CH2:7][N:8]2[C:16](=[O:17])[C:15]3[C:10](=[CH:11][CH:12]=[CH:13][CH:14]=3)[C:9]2=[O:18])[C:3](=[O:5])[N:29]=1. (4) Given the reactants [C:1]([O-:6])(=[O:5])[C:2]([O-:4])=[O:3].[K+:7].[K+], predict the reaction product. The product is: [C:1]([O-:6])(=[O:5])[C:2]([O-:4])=[O:3].[K+:7].[K+:7].[C:1]([OH:6])(=[O:5])[C:2]([OH:4])=[O:3]. (5) Given the reactants [OH-].[K+].[CH3:3][C:4]1[NH:5][C:6]([C:14]2[CH:19]=[CH:18][CH:17]=[CH:16][CH:15]=2)=[C:7]([C:9]([O:11]CC)=[O:10])[N:8]=1, predict the reaction product. The product is: [CH3:3][C:4]1[NH:5][C:6]([C:14]2[CH:19]=[CH:18][CH:17]=[CH:16][CH:15]=2)=[C:7]([C:9]([OH:11])=[O:10])[N:8]=1. (6) Given the reactants [Cl:1][C:2]1[CH:3]=[C:4]([F:24])[C:5]([C:18]2[N:22]=[C:21]([CH3:23])[O:20][N:19]=2)=[C:6]([C:8]2[CH:9]=[C:10]3[C:14](=[CH:15][CH:16]=2)[C@@H:13]([NH2:17])[CH2:12][CH2:11]3)[CH:7]=1.[C:25]([O:29][C:30]([NH:32][C:33]1([C:36](O)=[O:37])[CH2:35][CH2:34]1)=[O:31])([CH3:28])([CH3:27])[CH3:26], predict the reaction product. The product is: [C:25]([O:29][C:30](=[O:31])[NH:32][C:33]1([C:36](=[O:37])[NH:17][C@@H:13]2[C:14]3[C:10](=[CH:9][C:8]([C:6]4[CH:7]=[C:2]([Cl:1])[CH:3]=[C:4]([F:24])[C:5]=4[C:18]4[N:22]=[C:21]([CH3:23])[O:20][N:19]=4)=[CH:16][CH:15]=3)[CH2:11][CH2:12]2)[CH2:34][CH2:35]1)([CH3:28])([CH3:26])[CH3:27]. (7) Given the reactants [I:1][CH2:2][CH2:3][C:4]([F:7])([F:6])[F:5].[C:8]1([P:14]([C:21]2[CH:26]=[CH:25][CH:24]=[CH:23][CH:22]=2)[C:15]2[CH:20]=[CH:19][CH:18]=[CH:17][CH:16]=2)[CH:13]=[CH:12][CH:11]=[CH:10][CH:9]=1, predict the reaction product. The product is: [I-:1].[F:5][C:4]([F:7])([F:6])[CH2:3][CH2:2][P+:14]([C:15]1[CH:16]=[CH:17][CH:18]=[CH:19][CH:20]=1)([C:21]1[CH:26]=[CH:25][CH:24]=[CH:23][CH:22]=1)[C:8]1[CH:9]=[CH:10][CH:11]=[CH:12][CH:13]=1. (8) The product is: [CH2:5]1[C:4]2([CH2:7][CH2:9][C:10](=[O:11])[CH:12]=[CH:13]2)[CH2:3][CH2:2][O:1][CH2:6]1. Given the reactants [O:1]1[CH2:6][CH2:5][CH:4]([CH:7]=O)[CH2:3][CH2:2]1.[CH3:9][C:10]([CH:12]=[CH2:13])=[O:11].S(=O)(=O)(O)O.O, predict the reaction product. (9) Given the reactants N[C@]12CC[C@@H](C(C)=C)[C@@H]1[C@@H]1[C@@](C)(CC2)[C@@]2(C)[C@@H]([C@]3(C)[C@@H](CC2)C(C)(C)C(C2C=CC(C(OC)=O)=CC=2)=CC3)CC1.CN(C)CC[C:45]([NH:47][C@:48]12[CH2:82][CH2:81][C@@H:80]([C:83]([CH3:85])=[CH2:84])[C@@H:49]1[C@@H:50]1[C@@:63]([CH3:66])([CH2:64][CH2:65]2)[C@@:62]2([CH3:67])[C@@H:53]([C@:54]3([CH3:79])[C@@H:59]([CH2:60][CH2:61]2)[C:58]([CH3:69])([CH3:68])[C:57]([C:70]2[CH:78]=[CH:77][C:73]([C:74]([OH:76])=[O:75])=[CH:72][CH:71]=2)=[CH:56][CH2:55]3)[CH2:52][CH2:51]1)=[O:46].[CH3:87][N:88]1[CH:92]=[CH:91][N:90]=[C:89]1[CH2:93][CH2:94]C(O)=O, predict the reaction product. The product is: [CH3:66][C@:63]12[C@@:62]3([CH3:67])[C@@H:53]([C@:54]4([CH3:79])[C@@H:59]([CH2:60][CH2:61]3)[C:58]([CH3:69])([CH3:68])[C:57]([C:70]3[CH:71]=[CH:72][C:73]([C:74]([OH:76])=[O:75])=[CH:77][CH:78]=3)=[CH:56][CH2:55]4)[CH2:52][CH2:51][C@@H:50]1[C@H:49]1[C@H:80]([C:83]([CH3:85])=[CH2:84])[CH2:81][CH2:82][C@:48]1([NH:47][C:45](=[O:46])[CH2:94][CH2:93][C:89]1[N:88]([CH3:87])[CH:92]=[CH:91][N:90]=1)[CH2:65][CH2:64]2.